From a dataset of NCI-60 drug combinations with 297,098 pairs across 59 cell lines. Regression. Given two drug SMILES strings and cell line genomic features, predict the synergy score measuring deviation from expected non-interaction effect. (1) Drug 1: C1CC(C1)(C(=O)O)C(=O)O.[NH2-].[NH2-].[Pt+2]. Drug 2: CC(C)NC(=O)C1=CC=C(C=C1)CNNC.Cl. Cell line: NCI-H226. Synergy scores: CSS=-2.12, Synergy_ZIP=0.732, Synergy_Bliss=0.770, Synergy_Loewe=-1.14, Synergy_HSA=-1.41. (2) Drug 1: C1=NC(=NC(=O)N1C2C(C(C(O2)CO)O)O)N. Drug 2: C1=NC2=C(N1)C(=S)N=CN2. Cell line: SN12C. Synergy scores: CSS=49.4, Synergy_ZIP=-7.41, Synergy_Bliss=-0.274, Synergy_Loewe=2.89, Synergy_HSA=5.33. (3) Drug 1: CC1=C(C=C(C=C1)NC2=NC=CC(=N2)N(C)C3=CC4=NN(C(=C4C=C3)C)C)S(=O)(=O)N.Cl. Drug 2: CCC1(CC2CC(C3=C(CCN(C2)C1)C4=CC=CC=C4N3)(C5=C(C=C6C(=C5)C78CCN9C7C(C=CC9)(C(C(C8N6C=O)(C(=O)OC)O)OC(=O)C)CC)OC)C(=O)OC)O.OS(=O)(=O)O. Cell line: OVCAR-8. Synergy scores: CSS=18.1, Synergy_ZIP=8.59, Synergy_Bliss=12.8, Synergy_Loewe=9.37, Synergy_HSA=11.7. (4) Drug 1: CC12CCC3C(C1CCC2=O)CC(=C)C4=CC(=O)C=CC34C. Drug 2: C1CC(=O)NC(=O)C1N2C(=O)C3=CC=CC=C3C2=O. Cell line: SK-MEL-2. Synergy scores: CSS=31.0, Synergy_ZIP=-0.176, Synergy_Bliss=1.82, Synergy_Loewe=3.12, Synergy_HSA=1.88.